Dataset: Reaction yield outcomes from USPTO patents with 853,638 reactions. Task: Predict the reaction yield, written as a fraction of the theoretical maximum amount of product (1.0 means a 100% yield; for example, 0.34 means a 34% yield). (1) The product is [CH3:15][O:16][CH2:17][O:1][C:2]1[C:6]([CH:7]=[O:8])=[CH:5][N:4]([C:9]2[CH:10]=[CH:11][CH:12]=[CH:13][CH:14]=2)[N:3]=1. The reactants are [OH:1][C:2]1[C:6]([CH:7]=[O:8])=[CH:5][N:4]([C:9]2[CH:14]=[CH:13][CH:12]=[CH:11][CH:10]=2)[N:3]=1.[CH3:15][O:16][CH2:17]Cl.C(N(CC)C(C)C)(C)C.C(=O)([O-])O.[Na+]. The catalyst is O1CCCC1. The yield is 0.580. (2) The reactants are [H-].[Na+].[NH2:3][C@@H:4]1[C:13]2[C:8](=[CH:9][CH:10]=[CH:11][CH:12]=2)[C@H:7]([OH:14])[CH2:6][CH2:5]1.F[C:16]1[CH:17]=[CH:18][C:19]2[N:20]([C:22]([C@@H:25]3[CH2:29][CH2:28][CH2:27][N:26]3[CH2:30][CH2:31][CH2:32][O:33][Si:34]([CH:41]([CH3:43])[CH3:42])([CH:38]([CH3:40])[CH3:39])[CH:35]([CH3:37])[CH3:36])=[N:23][N:24]=2)[CH:21]=1.N. The catalyst is CN(C=O)C.CO.C(Cl)Cl. The product is [CH:41]([Si:34]([CH:35]([CH3:37])[CH3:36])([CH:38]([CH3:40])[CH3:39])[O:33][CH2:32][CH2:31][CH2:30][N:26]1[CH2:27][CH2:28][CH2:29][C@H:25]1[C:22]1[N:20]2[CH:21]=[C:16]([O:14][C@H:7]3[C:8]4[C:13](=[CH:12][CH:11]=[CH:10][CH:9]=4)[C@@H:4]([NH2:3])[CH2:5][CH2:6]3)[CH:17]=[CH:18][C:19]2=[N:24][N:23]=1)([CH3:43])[CH3:42]. The yield is 0.330. (3) The yield is 0.980. The product is [Br:8][C:19]1[C:20]2[C:25](=[CH:24][CH:23]=[CH:22][CH:21]=2)[N:17]([C:14]2[CH:13]=[CH:12][C:11]([O:10][CH3:9])=[CH:16][CH:15]=2)[C:18]=1[C:26]1[C:27]([CH3:32])=[N:28][O:29][C:30]=1[CH3:31]. The catalyst is CN(C=O)C. The reactants are C1C(=O)N([Br:8])C(=O)C1.[CH3:9][O:10][C:11]1[CH:16]=[CH:15][C:14]([N:17]2[C:25]3[C:20](=[CH:21][CH:22]=[CH:23][CH:24]=3)[CH:19]=[C:18]2[C:26]2[C:27]([CH3:32])=[N:28][O:29][C:30]=2[CH3:31])=[CH:13][CH:12]=1. (4) The reactants are [F:1][C:2]1[CH:7]=[CH:6][C:5]([C:8]2[N:12]=[C:11]([NH2:13])[NH:10][N:9]=2)=[CH:4][CH:3]=1.[CH2:14]([N:16]1[C:24]2[C:19](=[CH:20][C:21]([C:25](=O)[CH2:26][C:27](OCC)=[O:28])=[CH:22][CH:23]=2)[CH:18]=[N:17]1)[CH3:15].CC1C=CC(S(O)(=O)=O)=CC=1. The catalyst is C1(OC2C=CC=CC=2)C=CC=CC=1. The product is [CH2:14]([N:16]1[C:24]2[C:19](=[CH:20][C:21]([C:25]3[NH:13][C:11]4[N:10]([N:9]=[C:8]([C:5]5[CH:4]=[CH:3][C:2]([F:1])=[CH:7][CH:6]=5)[N:12]=4)[C:27](=[O:28])[CH:26]=3)=[CH:22][CH:23]=2)[CH:18]=[N:17]1)[CH3:15]. The yield is 0.240. (5) The reactants are [C:1]([O:5][C:6]([NH:8][CH2:9][C:10]([CH2:22][NH:23][C:24]([O:26][C:27]([CH3:30])([CH3:29])[CH3:28])=[O:25])([CH2:13][NH:14][C:15]([O:17][C:18]([CH3:21])([CH3:20])[CH3:19])=[O:16])[CH2:11][OH:12])=[O:7])([CH3:4])([CH3:3])[CH3:2].CC#N.O.C(N(CC(O)=O)CC(O)=O)CN(CC(O)=O)CC(O)=[O:40]. The catalyst is CCOC(C)=O. The product is [C:27]([O:26][C:24]([NH:23][CH2:22][C:10]([CH2:13][NH:14][C:15]([O:17][C:18]([CH3:21])([CH3:19])[CH3:20])=[O:16])([CH2:9][NH:8][C:6]([O:5][C:1]([CH3:2])([CH3:3])[CH3:4])=[O:7])[C:11]([OH:40])=[O:12])=[O:25])([CH3:30])([CH3:29])[CH3:28]. The yield is 0.700. (6) The reactants are [CH2:1]([N:5]1[C:9](=[O:10])[C:8]2=[CH:11][C:12]([N+:15]([O-])=O)=[CH:13][CH:14]=[C:7]2[C:6]1=[O:18])[CH2:2][CH2:3][CH3:4].S(S([O-])=O)([O-])=O.[Na+].[Na+].C(=O)([O-])[O-].[Na+].[Na+]. The catalyst is CO.O. The product is [CH2:1]([N:5]1[C:9](=[O:10])[C:8]2=[CH:11][C:12]([NH2:15])=[CH:13][CH:14]=[C:7]2[C:6]1=[O:18])[CH2:2][CH2:3][CH3:4]. The yield is 0.590. (7) The reactants are [N:1]1[CH:6]=[CH:5][CH:4]=[CH:3][C:2]=1[CH2:7][OH:8].C(N(CC)CC)C.[S:16](Cl)([CH3:19])(=[O:18])=[O:17]. The catalyst is C1COCC1. The product is [N:1]1[CH:6]=[CH:5][CH:4]=[CH:3][C:2]=1[CH2:7][O:8][S:16]([CH3:19])(=[O:18])=[O:17]. The yield is 0.590. (8) The yield is 0.270. The reactants are [NH2:1][C:2]1[N:3]=[C:4]2[CH:9]=[CH:8][C:7]([O:10][C:11]3[CH:12]=[C:13]([NH:17][C:18](=[O:30])[C:19]4[CH:24]=[CH:23][CH:22]=[C:21]([C:25]5([C:28]#[N:29])[CH2:27][CH2:26]5)[CH:20]=4)[CH:14]=[CH:15][CH:16]=3)=[N:6][N:5]2[CH:31]=1.[F:32][C:33]([F:44])([F:43])[C:34]1[CH:42]=[CH:41][C:37]([C:38](O)=[O:39])=[CH:36][N:35]=1.C(Cl)(=O)C(Cl)=O.O1CCCC1. The catalyst is CN(C)C=O.CN(C)C(=O)C. The product is [C:28]([C:25]1([C:21]2[CH:20]=[C:19]([CH:24]=[CH:23][CH:22]=2)[C:18]([NH:17][C:13]2[CH:12]=[C:11]([CH:16]=[CH:15][CH:14]=2)[O:10][C:7]2[CH:8]=[CH:9][C:4]3[N:5]([CH:31]=[C:2]([NH:1][C:38](=[O:39])[C:37]4[CH:41]=[CH:42][C:34]([C:33]([F:44])([F:32])[F:43])=[N:35][CH:36]=4)[N:3]=3)[N:6]=2)=[O:30])[CH2:27][CH2:26]1)#[N:29]. (9) The reactants are C(OC([N:8]1[C:16]2[C:11](=[CH:12][C:13]([O:17][CH:18]3[CH2:23][CH2:22][CH:21]([C:24]([CH3:27])([CH3:26])[CH3:25])[CH2:20][CH2:19]3)=[CH:14][CH:15]=2)[CH2:10][CH2:9]1)=O)(C)(C)C.Cl.O1CCOCC1. The catalyst is C1COCC1. The product is [C:24]([C@H:21]1[CH2:22][CH2:23][C@H:18]([O:17][C:13]2[CH:12]=[C:11]3[C:16](=[CH:15][CH:14]=2)[NH:8][CH2:9][CH2:10]3)[CH2:19][CH2:20]1)([CH3:27])([CH3:25])[CH3:26]. The yield is 0.990.